This data is from Reaction yield outcomes from USPTO patents with 853,638 reactions. The task is: Predict the reaction yield, written as a fraction of the theoretical maximum amount of product (1.0 means a 100% yield; for example, 0.34 means a 34% yield). (1) The reactants are [CH2:1]([O:8][C:9]1[CH:17]=[C:16]([O:18][CH2:19][C:20]2[CH:25]=[CH:24][CH:23]=[CH:22][CH:21]=2)[C:15]([C:26]([CH3:28])=[CH2:27])=[CH:14][C:10]=1[C:11]([OH:13])=O)[C:2]1[CH:7]=[CH:6][CH:5]=[CH:4][CH:3]=1.Br.[OH:30][C:31]1[CH:39]=[CH:38][CH:37]=[C:36]2[C:32]=1[CH2:33][NH:34][CH2:35]2.Cl.C(N=C=NCCCN(C)C)C.ON1C2C=CC=CC=2N=N1.C(N(CC)CC)C. The catalyst is CN(C)C=O. The product is [CH2:1]([O:8][C:9]1[CH:17]=[C:16]([O:18][CH2:19][C:20]2[CH:21]=[CH:22][CH:23]=[CH:24][CH:25]=2)[C:15]([C:26]([CH3:28])=[CH2:27])=[CH:14][C:10]=1[C:11]([N:34]1[CH2:33][C:32]2[C:36](=[CH:37][CH:38]=[CH:39][C:31]=2[OH:30])[CH2:35]1)=[O:13])[C:2]1[CH:7]=[CH:6][CH:5]=[CH:4][CH:3]=1. The yield is 0.960. (2) The yield is 0.910. The product is [N:1]1[CH:6]=[CH:5][CH:4]=[CH:3][C:2]=1[S:7][S:8][CH2:9][CH2:14][OH:18]. The catalyst is ClCCl. The reactants are [N:1]1[CH:6]=[CH:5][CH:4]=[CH:3][C:2]=1[S:7][S:8][C:9]1[CH:14]=CC=CN=1.SCC[OH:18]. (3) The reactants are N[C:2]1[CH:3]=[CH:4][C:5]([Cl:8])=[N:6][CH:7]=1.N([O-])=O.[Na+].[S:13](=[O:15])=[O:14].[ClH:16]. No catalyst specified. The product is [Cl:8][C:5]1[N:6]=[CH:7][C:2]([S:13]([Cl:16])(=[O:15])=[O:14])=[CH:3][CH:4]=1. The yield is 0.580.